This data is from Full USPTO retrosynthesis dataset with 1.9M reactions from patents (1976-2016). The task is: Predict the reactants needed to synthesize the given product. (1) Given the product [OH:1][C@@H:2]([C@H:4]1[C:37](=[O:38])[N:6]2[C:7]([C:24]([O:26][CH2:27][C:28]3[CH:33]=[CH:32][C:31]([N+:34]([O-:36])=[O:35])=[CH:30][CH:29]=3)=[O:25])=[C:8]([C:11]3[S:15][C:14]4=[C:16]([S:19]([CH2:21][CH2:22][OH:23])(=[O:40])=[O:20])[N:17]=[CH:18][N:13]4[CH:12]=3)[C@H:9]([CH3:10])[C@H:5]12)[CH3:3], predict the reactants needed to synthesize it. The reactants are: [OH:1][C@@H:2]([C@H:4]1[C:37](=[O:38])[N:6]2[C:7]([C:24]([O:26][CH2:27][C:28]3[CH:33]=[CH:32][C:31]([N+:34]([O-:36])=[O:35])=[CH:30][CH:29]=3)=[O:25])=[C:8]([C:11]3[S:15][C:14]4=[C:16]([S:19]([CH2:21][CH2:22][OH:23])=[O:20])[N:17]=[CH:18][N:13]4[CH:12]=3)[C@H:9]([CH3:10])[C@H:5]12)[CH3:3].P([O-])([O-])([O-])=[O:40].[Na+].[Na+].[Na+].[H][H]. (2) Given the product [F:24][C:25]1[CH:26]=[CH:27][C:28]([C:29]([N:31]2[CH2:36][CH2:35][CH2:34][C@H:33]([C:37]([N:2]([O:3][CH3:4])[CH3:1])=[O:39])[C@@H:32]2[CH3:40])=[O:30])=[CH:41][CH:42]=1, predict the reactants needed to synthesize it. The reactants are: [CH3:1][NH:2][O:3][CH3:4].CN1CCOCC1.Cl.C(N=C=NCCCN(C)C)C.[F:24][C:25]1[CH:42]=[CH:41][C:28]([C:29]([N:31]2[CH2:36][CH2:35][CH2:34][CH:33]([C:37]([OH:39])=O)[CH:32]2[CH3:40])=[O:30])=[CH:27][CH:26]=1. (3) The reactants are: Br[CH2:2][C:3]([C:5]1[CH:10]=[CH:9][CH:8]=[C:7]([CH3:11])[CH:6]=1)=[O:4].[OH2:12]. Given the product [OH:12][CH2:2][C:3]([C:5]1[CH:10]=[CH:9][CH:8]=[C:7]([CH3:11])[CH:6]=1)=[O:4], predict the reactants needed to synthesize it.